From a dataset of Reaction yield outcomes from USPTO patents with 853,638 reactions. Predict the reaction yield, written as a fraction of the theoretical maximum amount of product (1.0 means a 100% yield; for example, 0.34 means a 34% yield). (1) The reactants are [CH3:1][CH:2]([CH3:13])[CH2:3][CH2:4][CH:5]1[C:10](=[O:11])[CH2:9][CH2:8][CH2:7][C:6]1=[O:12].[CH2:14](O)[CH:15]([CH3:17])[CH3:16].O. The catalyst is C1C=CC=CC=1.C1(C)C=CC(S(O)(=O)=O)=CC=1. The product is [CH3:1][CH:2]([CH3:13])[CH2:3][CH2:4][C:5]1[C:10](=[O:11])[CH2:9][CH2:8][CH2:7][C:6]=1[O:12][CH2:14][CH:15]([CH3:17])[CH3:16]. The yield is 0.989. (2) The reactants are [NH2:1][C:2]1[CH:7]=[CH:6][C:5]([C:8]#[C:9][C:10]2[N:11]([CH2:23][CH3:24])[C:12]3[C:17]([C:18]=2[C:19]#[N:20])=[CH:16][CH:15]=[C:14]([O:21][CH3:22])[CH:13]=3)=[CH:4][CH:3]=1.C(N(CC)CC)C.[C:32](Cl)(=[O:34])[CH3:33]. The catalyst is C1COCC1. The product is [C:19]([C:18]1[C:17]2[C:12](=[CH:13][C:14]([O:21][CH3:22])=[CH:15][CH:16]=2)[N:11]([CH2:23][CH3:24])[C:10]=1[C:9]#[C:8][C:5]1[CH:6]=[CH:7][C:2]([NH:1][C:32](=[O:34])[CH3:33])=[CH:3][CH:4]=1)#[N:20]. The yield is 0.960.